This data is from Forward reaction prediction with 1.9M reactions from USPTO patents (1976-2016). The task is: Predict the product of the given reaction. Given the reactants [N+:1]([C:4]1[N:5]=[CH:6][NH:7][CH:8]=1)([O-:3])=[O:2].[N+:9]([O-])([OH:11])=[O:10].C(OC(=O)C)(=O)C, predict the reaction product. The product is: [N+:9]([N:7]1[CH:8]=[C:4]([N+:1]([O-:3])=[O:2])[N:5]=[CH:6]1)([O-:11])=[O:10].